Dataset: Merck oncology drug combination screen with 23,052 pairs across 39 cell lines. Task: Regression. Given two drug SMILES strings and cell line genomic features, predict the synergy score measuring deviation from expected non-interaction effect. (1) Drug 1: O=P1(N(CCCl)CCCl)NCCCO1. Drug 2: Cn1c(=O)n(-c2ccc(C(C)(C)C#N)cc2)c2c3cc(-c4cnc5ccccc5c4)ccc3ncc21. Cell line: SKMES1. Synergy scores: synergy=18.3. (2) Drug 1: O=C(CCCCCCC(=O)Nc1ccccc1)NO. Drug 2: CC(C)CC(NC(=O)C(Cc1ccccc1)NC(=O)c1cnccn1)B(O)O. Cell line: VCAP. Synergy scores: synergy=18.0. (3) Drug 1: O=C(CCCCCCC(=O)Nc1ccccc1)NO. Drug 2: CC1(c2nc3c(C(N)=O)cccc3[nH]2)CCCN1. Cell line: NCIH460. Synergy scores: synergy=-0.988.